Dataset: Full USPTO retrosynthesis dataset with 1.9M reactions from patents (1976-2016). Task: Predict the reactants needed to synthesize the given product. (1) Given the product [Cl:1][C:2]1[CH:10]=[CH:9][C:8]([C:11]2[N:12]([C:22]([O:24][C:25]([CH3:27])([CH3:26])[CH3:28])=[O:23])[C:13]3[C:18]([CH:19]=2)=[CH:17][C:16]([CH2:20][N:34]2[CH2:35][CH2:36][C:31]([OH:30])([C:37]4[CH:42]=[CH:41][CH:40]=[CH:39][CH:38]=4)[CH2:32][CH2:33]2)=[CH:15][CH:14]=3)=[C:7]2[C:3]=1[CH2:4][NH:5][C:6]2=[O:29], predict the reactants needed to synthesize it. The reactants are: [Cl:1][C:2]1[CH:10]=[CH:9][C:8]([C:11]2[N:12]([C:22]([O:24][C:25]([CH3:28])([CH3:27])[CH3:26])=[O:23])[C:13]3[C:18]([CH:19]=2)=[CH:17][C:16]([CH:20]=O)=[CH:15][CH:14]=3)=[C:7]2[C:3]=1[CH2:4][NH:5][C:6]2=[O:29].[OH:30][C:31]1([C:37]2[CH:42]=[CH:41][CH:40]=[CH:39][CH:38]=2)[CH2:36][CH2:35][NH:34][CH2:33][CH2:32]1.C(O[BH-](OC(=O)C)OC(=O)C)(=O)C.[Na+]. (2) Given the product [Br:1][CH2:11][C:10]([C:5]1[CH:6]=[CH:7][CH:8]=[CH:9][C:4]=1[Cl:3])=[O:12], predict the reactants needed to synthesize it. The reactants are: [Br:1]Br.[Cl:3][C:4]1[CH:9]=[CH:8][CH:7]=[CH:6][C:5]=1[C:10](=[O:12])[CH3:11]. (3) Given the product [Cl:16][C:17]1[CH:18]=[CH:19][C:20]([N+:52]([O-:54])=[O:53])=[C:21]([C:23]2[CH:28]=[CH:27][N:26]([CH:29]([C:30]3[O:31][C:34]([C:35]4[CH:40]=[CH:39][C:38]([F:41])=[CH:37][CH:36]=4)=[N:33][N:32]=3)[CH2:43][C:44]3[CH:49]=[CH:48][C:47]([F:50])=[CH:46][CH:45]=3)[C:25](=[O:51])[CH:24]=2)[CH:22]=1, predict the reactants needed to synthesize it. The reactants are: CC[N+](S(N=C(OC)[O-])(=O)=O)(CC)CC.[Cl:16][C:17]1[CH:18]=[CH:19][C:20]([N+:52]([O-:54])=[O:53])=[C:21]([C:23]2[CH:28]=[CH:27][N:26]([CH:29]([CH2:43][C:44]3[CH:49]=[CH:48][C:47]([F:50])=[CH:46][CH:45]=3)[C:30]([NH:32][NH:33][C:34](=O)[C:35]3[CH:40]=[CH:39][C:38]([F:41])=[CH:37][CH:36]=3)=[O:31])[C:25](=[O:51])[CH:24]=2)[CH:22]=1. (4) Given the product [Cl:1][C:2]1[CH:3]=[C:4]([CH2:8][CH2:9][O:10][CH2:11][CH2:12][C:13]([N:15]([CH2:22][CH2:23][N:24]([CH2:27][CH3:28])[CH2:25][CH3:26])[CH2:16][CH:17]=[O:18])=[O:14])[CH:5]=[CH:6][CH:7]=1, predict the reactants needed to synthesize it. The reactants are: [Cl:1][C:2]1[CH:3]=[C:4]([CH2:8][CH2:9][O:10][CH2:11][CH2:12][C:13]([N:15]([CH2:22][CH2:23][N:24]([CH2:27][CH3:28])[CH2:25][CH3:26])[CH2:16][CH:17](OC)[O:18]C)=[O:14])[CH:5]=[CH:6][CH:7]=1.FC(F)(F)C(O)=O. (5) Given the product [O:19]=[C:11]1[C:12]2([CH2:13][CH2:14][C:15](=[O:18])[CH2:16][CH2:17]2)[NH:7][CH2:8][CH2:9][N:10]1[C:25]([O:24][C:20]([CH3:23])([CH3:22])[CH3:21])=[O:26], predict the reactants needed to synthesize it. The reactants are: C(=O)([O-])[O-].[K+].[K+].[NH:7]1[C:12]2([CH2:17][CH2:16][C:15](=[O:18])[CH2:14][CH2:13]2)[C:11](=[O:19])[NH:10][CH2:9][CH2:8]1.[C:20]([O:24][C:25](O[C:25]([O:24][C:20]([CH3:23])([CH3:22])[CH3:21])=[O:26])=[O:26])([CH3:23])([CH3:22])[CH3:21].O.